Task: Predict the product of the given reaction.. Dataset: Forward reaction prediction with 1.9M reactions from USPTO patents (1976-2016) Given the reactants [N:1]1([CH:7]2[CH2:12][CH2:11][N:10]([C:13]([C:15]3[CH:16]=[C:17]4[C:21](=[CH:22][CH:23]=3)[NH:20][C:19]([C:24]([N:26]3[CH2:31][CH2:30][C:29]([F:33])([F:32])[CH2:28][CH2:27]3)=[O:25])=[CH:18]4)=[O:14])[CH2:9][CH2:8]2)[CH2:6][CH2:5][CH2:4][CH2:3][CH2:2]1.[Cl:34][C:35]1[CH:40]=[CH:39][C:38](B(O)O)=[CH:37][N:36]=1.N1C=CC=CC=1, predict the reaction product. The product is: [N:1]1([CH:7]2[CH2:12][CH2:11][N:10]([C:13]([C:15]3[CH:16]=[C:17]4[C:21](=[CH:22][CH:23]=3)[N:20]([C:38]3[CH:37]=[N:36][C:35]([Cl:34])=[CH:40][CH:39]=3)[C:19]([C:24]([N:26]3[CH2:31][CH2:30][C:29]([F:33])([F:32])[CH2:28][CH2:27]3)=[O:25])=[CH:18]4)=[O:14])[CH2:9][CH2:8]2)[CH2:2][CH2:3][CH2:4][CH2:5][CH2:6]1.